Dataset: Peptide-MHC class I binding affinity with 185,985 pairs from IEDB/IMGT. Task: Regression. Given a peptide amino acid sequence and an MHC pseudo amino acid sequence, predict their binding affinity value. This is MHC class I binding data. (1) The peptide sequence is VPWQEKTAS. The MHC is HLA-A31:01 with pseudo-sequence HLA-A31:01. The binding affinity (normalized) is 0.0847. (2) The peptide sequence is MQDVFTFYV. The MHC is HLA-B15:01 with pseudo-sequence HLA-B15:01. The binding affinity (normalized) is 0.0847. (3) The binding affinity (normalized) is 0.465. The peptide sequence is KSAAIDGEY. The MHC is HLA-A30:01 with pseudo-sequence HLA-A30:01. (4) The peptide sequence is VPSAEDNYLA. The MHC is HLA-B35:01 with pseudo-sequence HLA-B35:01. The binding affinity (normalized) is 0.130. (5) The peptide sequence is STMPLVMAW. The MHC is HLA-C04:01 with pseudo-sequence HLA-C04:01. The binding affinity (normalized) is 0.213. (6) The peptide sequence is ESSKNQTWQI. The MHC is HLA-A01:01 with pseudo-sequence HLA-A01:01. The binding affinity (normalized) is 0.